Dataset: Experimentally validated miRNA-target interactions with 360,000+ pairs, plus equal number of negative samples. Task: Binary Classification. Given a miRNA mature sequence and a target amino acid sequence, predict their likelihood of interaction. (1) The protein sequence of the target gene is MAAEEMHWPVPMKAIGAQNLLTMPGGVAKAGYLHKKGGTQLQLLKWPLRFVIIHKRCVYYFKSSTSASPQGAFSLSGYNRVMRAAEETTSNNVFPFKIIHISKKHRTWFFSASSEEERKSWMALLRREIGHFHEKKDLPLDTSDSSSDTDSFYGAVERPVDISLSPYPTDNEDYEHDDEDDSYLEPDSPEPGRLEDALMHPPAYPPPPVPTPRKPAFSDMPRAHSFTSKGPGPLLPPPPPKHGLPDVGLAAEDSKRDPLCPRRAEPCPRVPATPRRMSDPPLSTMPTAPGLRKPPCFRES.... The miRNA is hsa-miR-4749-5p with sequence UGCGGGGACAGGCCAGGGCAUC. Result: 0 (no interaction). (2) The miRNA is mmu-miR-1933-5p with sequence AGUCAUGGUGUUCGGUCUUAGUUU. The protein sequence of the target gene is MLRYWGEIPIPSGQTNRSSFDLLPREFRLVEVHDPPLHQPSANKPKPPTMLDIPSEPCSLTIHTIQLIQHNRRLRSLIATAQTQSQQQTEGVKAEESEPLPSCPGSPPLPDDLQPLDCKNPNAPFQIRHSDPESDFYRGKGEPVTELSWHSCRQLLYQAVATILAHTGFECANESVLETLTDVAHEYCLKFTKLLRFAVDREALLGQTPFPDVMEQVFHEVGIGSVLSLQKFWQHRIKDYHTYMLQISKQLSEEYERIVNPEKATEDTKPVKIKEEPVSDITFPVSEELEADLASGDQSL.... Result: 1 (interaction). (3) The protein sequence of the target gene is MGKLRRRYNIKGRQQAGPGPSKGPPEPPPVQLELEDKDTLKGVDASNALVLPGKKKKKTKAPPLSKKEKKPLTKKEKKVLQKILEQKEKKSQRAEMLQKLSEVQASEAEMRLFYTTSKLGTGNRMYHTKEKADEVVAPGQEKISSLSGAHRKRRRWPSAEEEEEEEEESESELEEESELDEDPAAEPAEAGVGTTVAPLPPAPAPSSQPVPAGMTVPPPPAAAPPLPRALAKPAVFIPVNRSPEMQEERLKLPILSEEQVIMEAVAEHPIVIVCGETGSGKTTQVPQFLYEAGFSSEDSI.... Result: 1 (interaction). The miRNA is hsa-miR-16-5p with sequence UAGCAGCACGUAAAUAUUGGCG. (4) The miRNA is hsa-miR-1179 with sequence AAGCAUUCUUUCAUUGGUUGG. The protein sequence of the target gene is MPSLLPLVLTFLSVSSPSWCQNSDIESLKASNGDSFPWNNMRLPEYMTPIHYDLMIHANLSTLTFWGKTEVEIIASRPTSTIIMHSHHLQISKATLRRGAGEMLSEEPLKVLEYPAHEQVALLAAQPLLAGSLYTVIIDYAANLSESFHGFYKSTYRTQEGEMRILAATQFEPTAARMAFPCFDEPALKASFSIKIKRDPRHLAISNMPLVKSVNVAEGLIEDHFDITVKMSTYLVAFIISDFKSVSKMTKSGVKVSVYAVPDKINQADYALDAAVTLLEFYEDYFNIPYPLPKQDLAAI.... Result: 0 (no interaction). (5) The miRNA is hsa-miR-548ah-3p with sequence CAAAAACUGCAGUUACUUUUGC. The protein sequence of the target gene is MTDVETTYADFIASGRTGRRNAIHDILVSSASGNSNELALKLAGLDINKTEGEEDAQRSSTEQSGEAQGEAAKSES. Result: 1 (interaction). (6) The miRNA is hsa-miR-331-3p with sequence GCCCCUGGGCCUAUCCUAGAA. The protein sequence of the target gene is MRRCPCRGSLNEAEAGALPAAARMGLEAPRGGRRRQPGQQRPGPGAGAPAGRPEGGGPWARTEGSSLHSEPERAGLGPAPGTESPQAEFWTDGQTEPAAAGLGVETERPKQKTEPDRSSLRTHLEWSWSELETTCLWTETGTDGLWTDPHRSDLQFQPEEASPWTQPGVHGPWTELETHGSQTQPERVKSWADNLWTHQNSSSLQTHPEGACPSKEPSADGSWKELYTDGSRTQQDIEGPWTEPYTDGSQKKQDTEAARKQPGTGGFQIQQDTDGSWTQPSTDGSQTAPGTDCLLGEPED.... Result: 0 (no interaction). (7) The protein sequence of the target gene is MATSSMSKGCFVFKPNSKKRKISLPIEDYFNKGKNEPEDSKLRFETYQLIWQQMKSENERLQEELNKNLFDNLIEFLQKSHSGFQKNSRDLGGQIKLREIPTAALVLGVNVTDHDLTFGSLTEALQNNVTPYVVSLQAKDCPDMKHFLQKLISQLMDCCVDIKSKEEESVHVTQRKTHYSMDSLSSWYMTVTQKTDPKMLSKKRTTSSQWQSPPVVVILKDMESFATKVLQDFIIISSQHLHEFPLILIFGIATSPIIIHRLLPHAVSSLLCIELFQSLSCKEHLTTVLDKLLLTTQFPF.... Result: 0 (no interaction). The miRNA is mmu-miR-361-5p with sequence UUAUCAGAAUCUCCAGGGGUAC. (8) The miRNA is hsa-miR-1233-3p with sequence UGAGCCCUGUCCUCCCGCAG. The protein sequence of the target gene is MSVGFIGAGQLAFALAKGFTAAGVLAAHKIMASSPDMDLATVSALRKMGVKLTPHNKETVQHSDVLFLAVKPHIIPFILDEIGADIEDRHIVVSCAAGVTISSIEKKLSAFRPAPRVIRCMTNTPVVVREGATVYATGTHAQVEDGRLMEQLLSSVGFCTEVEEDLIDAVTGLSGSGPAYAFTALDALADGGVKMGLPRRLAVRLGAQALLGAAKMLLHSEQHPGQLKDNVSSPGGATIHALHVLESGGFRSLLINAVEASCIRTRELQSMADQEQVSPAAIKKTILDKVKLDSPAGTAL.... Result: 1 (interaction).